From a dataset of Reaction yield outcomes from USPTO patents with 853,638 reactions. Predict the reaction yield, written as a fraction of the theoretical maximum amount of product (1.0 means a 100% yield; for example, 0.34 means a 34% yield). The reactants are [CH3:1][C@@H:2]1[CH2:6][N:5]([C:7]([O:9]C(C)(C)C)=O)[C@H:4]([C:14]2[NH:18][C:17]3[C:19]4[C:24]([CH:25]=[CH:26][C:16]=3[N:15]=2)=[CH:23][C:22]2[C:27]3[C:32]([CH2:33][O:34][C:21]=2[CH:20]=4)=[CH:31][C:30]([B:35]2[O:39][C:38]([CH3:41])([CH3:40])[C:37]([CH3:43])([CH3:42])[O:36]2)=[CH:29][CH:28]=3)[CH2:3]1.Cl.[CH3:45][O:46][C:47]([NH:49][C@@H:50]([CH:54]([CH3:56])[CH3:55])C(O)=O)=[O:48].CN(C(ON1N=NC2C=CC=NC1=2)=[N+](C)C)C.F[P-](F)(F)(F)(F)F.CCN(C(C)C)C(C)C. The catalyst is C(Cl)Cl.CCOC(C)=O.CN(C=O)C.CO. The product is [CH3:55][CH:54]([CH3:56])[C@H:50]([NH:49][C:47](=[O:48])[O:46][CH3:45])[C:7]([N:5]1[CH2:6][C@@H:2]([CH3:1])[CH2:3][C@H:4]1[C:14]1[NH:18][C:17]2[C:19]3[C:24]([CH:25]=[CH:26][C:16]=2[N:15]=1)=[CH:23][C:22]1[C:27]2[C:32]([CH2:33][O:34][C:21]=1[CH:20]=3)=[CH:31][C:30]([B:35]1[O:39][C:38]([CH3:41])([CH3:40])[C:37]([CH3:42])([CH3:43])[O:36]1)=[CH:29][CH:28]=2)=[O:9]. The yield is 0.570.